This data is from Full USPTO retrosynthesis dataset with 1.9M reactions from patents (1976-2016). The task is: Predict the reactants needed to synthesize the given product. (1) Given the product [Br-:28].[F:26][C:22]1[CH:21]=[C:20]([CH:12]([C:13]2[CH:18]=[CH:17][CH:16]=[C:15]([F:19])[CH:14]=2)[O:11][C:10]([NH:9][C@@H:3]2[CH:4]3[CH2:7][CH2:8][N+:1]([CH2:29][CH2:30][C:31]4[CH:36]=[CH:35][C:34]([F:37])=[CH:33][CH:32]=4)([CH2:6][CH2:5]3)[CH2:2]2)=[O:27])[CH:25]=[CH:24][CH:23]=1, predict the reactants needed to synthesize it. The reactants are: [N:1]12[CH2:8][CH2:7][CH:4]([CH2:5][CH2:6]1)[C@@H:3]([NH:9][C:10](=[O:27])[O:11][CH:12]([C:20]1[CH:25]=[CH:24][CH:23]=[C:22]([F:26])[CH:21]=1)[C:13]1[CH:18]=[CH:17][CH:16]=[C:15]([F:19])[CH:14]=1)[CH2:2]2.[Br:28][CH2:29][CH2:30][C:31]1[CH:36]=[CH:35][C:34]([F:37])=[CH:33][CH:32]=1. (2) Given the product [Br:24][CH2:25][CH2:26][CH2:27][CH2:28][CH2:29][CH2:30][CH2:31][O:17][C:13]1[CH:12]=[C:11]2[C:16](=[CH:15][CH:14]=1)[N:8]([C:5]1[CH:6]=[CH:7][C:2]([F:1])=[CH:3][CH:4]=1)[CH:9]=[CH:10]2, predict the reactants needed to synthesize it. The reactants are: [F:1][C:2]1[CH:7]=[CH:6][C:5]([N:8]2[C:16]3[C:11](=[CH:12][C:13]([OH:17])=[CH:14][CH:15]=3)[CH:10]=[CH:9]2)=[CH:4][CH:3]=1.C([O-])([O-])=O.[K+].[K+].[Br:24][CH2:25][CH2:26][CH2:27][CH2:28][CH2:29][CH2:30][CH2:31]Br. (3) Given the product [CH2:1]([O:3][C:4]([C@H:6]1[C@H:10]([NH:11][C:12]([O:14][CH2:15][CH2:16][Si:17]([CH3:18])([CH3:20])[CH3:19])=[O:13])[CH2:9][N:8]([C:33]([O:34][C:35]([CH3:36])([CH3:37])[CH3:38])=[O:39])[CH2:7]1)=[O:5])[CH3:2], predict the reactants needed to synthesize it. The reactants are: [CH2:1]([O:3][C:4]([C@H:6]1[C@H:10]([NH:11][C:12]([O:14][CH2:15][CH2:16][Si:17]([CH3:20])([CH3:19])[CH3:18])=[O:13])[CH2:9][N:8](CC2C=CC=CC=2)[CH2:7]1)=[O:5])[CH3:2].C(O[C:33](=[O:39])[O:34][C:35]([CH3:38])([CH3:37])[CH3:36])(C)(C)C. (4) Given the product [CH2:18]([N:3]([CH2:1][CH3:2])[CH2:4][CH2:5][CH2:6][CH2:7][N:8]([CH2:9][C:10]1[CH:11]=[C:12]([CH3:17])[CH:13]=[C:14]([CH3:16])[CH:15]=1)[C:30]([C:21]1[CH:22]=[CH:23][C:24]2[C:29](=[CH:28][CH:27]=[CH:26][CH:25]=2)[CH:20]=1)=[O:31])[CH3:19], predict the reactants needed to synthesize it. The reactants are: [CH2:1]([N:3]([CH2:18][CH3:19])[CH2:4][CH2:5][CH2:6][CH2:7][NH:8][CH2:9][C:10]1[CH:15]=[C:14]([CH3:16])[CH:13]=[C:12]([CH3:17])[CH:11]=1)[CH3:2].[CH:20]1[C:29]2[C:24](=[CH:25][CH:26]=[CH:27][CH:28]=2)[CH:23]=[CH:22][C:21]=1[C:30](O)=[O:31].C(N(C(C)C)CC)(C)C.CN(C(ON1N=NC2C=CC=NC1=2)=[N+](C)C)C.F[P-](F)(F)(F)(F)F. (5) Given the product [Cl:1][C:2]1[CH:7]=[CH:6][CH:5]=[CH:4][C:3]=1[C:8]1[CH:9]=[N:10][C:11]2[N:12]([N:21]=[C:22]([C:36]#[N:37])[C:23]=2[C:24](=[O:31])[NH:25][CH:26]2[CH2:30][CH2:29][CH2:28][CH2:27]2)[C:13]=1[C:14]1[CH:19]=[CH:18][C:17]([Cl:20])=[CH:16][CH:15]=1, predict the reactants needed to synthesize it. The reactants are: [Cl:1][C:2]1[CH:7]=[CH:6][CH:5]=[CH:4][C:3]=1[C:8]1[CH:9]=[N:10][C:11]2[N:12]([N:21]=[C:22](S(C)(=O)=O)[C:23]=2[C:24](=[O:31])[NH:25][CH:26]2[CH2:30][CH2:29][CH2:28][CH2:27]2)[C:13]=1[C:14]1[CH:19]=[CH:18][C:17]([Cl:20])=[CH:16][CH:15]=1.[C-:36]#[N:37].[Na+].C(OCC)(=O)C.C(=O)([O-])O.[Na+]. (6) Given the product [Br:2][C:3]1[CH:4]=[CH:5][C:6]2[N:7]([CH:9]=[C:10]([NH:12][C:16]3[C:21]([O:22][CH3:23])=[CH:20][C:19]([S:24]([CH3:27])(=[O:26])=[O:25])=[CH:18][N:17]=3)[N:11]=2)[CH:8]=1, predict the reactants needed to synthesize it. The reactants are: Cl.[Br:2][C:3]1[CH:4]=[CH:5][C:6]2[N:7]([CH:9]=[C:10]([NH2:12])[N:11]=2)[CH:8]=1.[H-].[Na+].Cl[C:16]1[C:21]([O:22][CH3:23])=[CH:20][C:19]([S:24]([CH3:27])(=[O:26])=[O:25])=[CH:18][N:17]=1.